This data is from Forward reaction prediction with 1.9M reactions from USPTO patents (1976-2016). The task is: Predict the product of the given reaction. (1) Given the reactants [CH3:1][O:2][C:3]([NH:5][C@@H:6]([CH:20]([CH3:22])[CH3:21])[C:7]([N:9]1[C@@H:13]([CH3:14])[CH2:12][CH2:11][C@H:10]1[C:15]([O:17]CC)=[O:16])=[O:8])=[O:4].[Li+].[OH-], predict the reaction product. The product is: [CH3:1][O:2][C:3]([NH:5][C@@H:6]([CH:20]([CH3:22])[CH3:21])[C:7]([N:9]1[C@@H:13]([CH3:14])[CH2:12][CH2:11][C@H:10]1[C:15]([OH:17])=[O:16])=[O:8])=[O:4]. (2) The product is: [C:11]1([C:2]2[CH:7]=[CH:6][N:5]=[CH:4][C:3]=2[N+:8]([O-:10])=[O:9])[CH2:16][CH2:15][CH2:14][CH2:13][CH:12]=1. Given the reactants Cl[C:2]1[CH:7]=[CH:6][N:5]=[CH:4][C:3]=1[N+:8]([O-:10])=[O:9].[C:11]1(B(O)O)[CH2:16][CH2:15][CH2:14][CH2:13][CH:12]=1, predict the reaction product. (3) Given the reactants [CH2:1]([O:8][C:9]1[C:17]([CH:18]=[O:19])=[CH:16][CH:15]=[C:14]2[C:10]=1[CH:11]=[CH:12][N:13]2[CH3:20])[C:2]1[CH:7]=[CH:6][CH:5]=[CH:4][CH:3]=1.[CH2:21]([Mg]Cl)[CH2:22][CH3:23], predict the reaction product. The product is: [CH2:1]([O:8][C:9]1[C:17]([CH:18]([OH:19])[CH2:21][CH2:22][CH3:23])=[CH:16][CH:15]=[C:14]2[C:10]=1[CH:11]=[CH:12][N:13]2[CH3:20])[C:2]1[CH:3]=[CH:4][CH:5]=[CH:6][CH:7]=1. (4) Given the reactants [CH:1]1[C:13]2[CH:12]([CH2:14][O:15][C:16]([NH:18][C:19]3[CH:24]=[CH:23][CH:22]=[CH:21][C:20]=3[CH:25]3[CH2:30][CH2:29][N:28](C(OC(C)(C)C)=O)[CH2:27][CH2:26]3)=[O:17])[C:11]3[C:6](=[CH:7][CH:8]=[CH:9][CH:10]=3)[C:5]=2[CH:4]=[CH:3][CH:2]=1.[ClH:38], predict the reaction product. The product is: [ClH:38].[CH:10]1[C:11]2[CH:12]([CH2:14][O:15][C:16]([NH:18][C:19]3[CH:24]=[CH:23][CH:22]=[CH:21][C:20]=3[CH:25]3[CH2:26][CH2:27][NH:28][CH2:29][CH2:30]3)=[O:17])[C:13]3[C:5](=[CH:4][CH:3]=[CH:2][CH:1]=3)[C:6]=2[CH:7]=[CH:8][CH:9]=1. (5) The product is: [F:1][C:2]1[CH:7]=[CH:6][C:5]([CH2:8][CH:9]([CH2:16][CH2:17][CH3:18])[CH2:10][C:11]([OH:13])=[O:12])=[CH:4][C:3]=1[O:19][CH3:20]. Given the reactants [F:1][C:2]1[CH:7]=[CH:6][C:5]([CH2:8][CH:9]([CH2:16][CH2:17][CH3:18])[CH2:10][C:11]([O:13]CC)=[O:12])=[CH:4][C:3]=1[O:19][CH3:20].[OH-].[Na+], predict the reaction product. (6) Given the reactants [CH2:1]([NH:8][C:9]([C:11]1[C:12](=[O:22])[N:13]([CH2:18][CH2:19][CH2:20][CH3:21])[CH:14]=[C:15](I)[CH:16]=1)=[O:10])[C:2]1[CH:7]=[CH:6][CH:5]=[CH:4][CH:3]=1.[C:23]1(OB(O)O)[CH:28]=[CH:27][CH:26]=[CH:25][CH:24]=1.C(=O)([O-])[O-].[K+].[K+].[Cl-].[NH4+], predict the reaction product. The product is: [CH2:1]([NH:8][C:9]([C:11]1[C:12](=[O:22])[N:13]([CH2:18][CH2:19][CH2:20][CH3:21])[CH:14]=[C:15]([C:23]2[CH:28]=[CH:27][CH:26]=[CH:25][CH:24]=2)[CH:16]=1)=[O:10])[C:2]1[CH:7]=[CH:6][CH:5]=[CH:4][CH:3]=1. (7) Given the reactants [S:1]1[CH:5]=[CH:4][CH:3]=[C:2]1[CH2:6][NH:7][C:8]([C:10]1[CH:25]=[C:13]2[CH:14]=[C:15]([C:19]3[CH:24]=[CH:23][CH:22]=[CH:21][CH:20]=3)[CH:16]=[C:17](I)[N:12]2[N:11]=1)=[O:9].Cl[C:27]([F:33])([F:32])C(OC)=O.[F-:34].[K+], predict the reaction product. The product is: [S:1]1[CH:5]=[CH:4][CH:3]=[C:2]1[CH2:6][NH:7][C:8]([C:10]1[CH:25]=[C:13]2[CH:14]=[C:15]([C:19]3[CH:24]=[CH:23][CH:22]=[CH:21][CH:20]=3)[CH:16]=[C:17]([C:27]([F:33])([F:34])[F:32])[N:12]2[N:11]=1)=[O:9]. (8) The product is: [OH:3][CH2:2][C:4]1[N:9]=[CH:8][C:7]([C:10]2[CH:19]=[C:18]3[C:13]([CH:14]=[C:15]([NH:20][C:21]([CH:23]4[CH2:25][CH2:24]4)=[O:22])[N:16]=[CH:17]3)=[CH:12][CH:11]=2)=[C:6]([CH3:26])[CH:5]=1. Given the reactants [Na].[CH:2]([C:4]1[N:9]=[CH:8][C:7]([C:10]2[CH:19]=[C:18]3[C:13]([CH:14]=[C:15]([NH:20][C:21]([CH:23]4[CH2:25][CH2:24]4)=[O:22])[N:16]=[CH:17]3)=[CH:12][CH:11]=2)=[C:6]([CH3:26])[CH:5]=1)=[O:3], predict the reaction product. (9) Given the reactants [CH:1]1[CH:2]=[C:3]([CH2:6][NH:7][C:8]2[C:13]([C:14]([OH:16])=[O:15])=[CH:12][C:11]([S:17]([NH2:20])(=[O:19])=[O:18])=[C:10]([Cl:21])[CH:9]=2)[O:4][CH:5]=1.C(=O)(O)[O-].[Na+].[C:27](=[O:34])([S:31][CH2:32][CH3:33])[O:28][CH2:29]I, predict the reaction product. The product is: [C:27](=[O:34])([S:31][CH2:32][CH3:33])[O:28][CH2:29][O:15][C:14](=[O:16])[C:13]1[CH:12]=[C:11]([S:17]([NH2:20])(=[O:19])=[O:18])[C:10]([Cl:21])=[CH:9][C:8]=1[NH:7][CH2:6][C:3]1[O:4][CH:5]=[CH:1][CH:2]=1. (10) Given the reactants C[O:2][C:3](=[O:32])[C:4]1[CH:9]=[CH:8][CH:7]=[C:6]([CH2:10][N:11]2[C:15]3[CH:16]=[CH:17][CH:18]=[CH:19][C:14]=3[N:13]([CH2:20][CH2:21][CH2:22][O:23][C:24]3[CH:29]=[CH:28][C:27]([F:30])=[CH:26][CH:25]=3)[C:12]2=[NH:31])[CH:5]=1.[OH-].[Na+], predict the reaction product. The product is: [F:30][C:27]1[CH:26]=[CH:25][C:24]([O:23][CH2:22][CH2:21][CH2:20][N:13]2[C:14]3[CH:19]=[CH:18][CH:17]=[CH:16][C:15]=3[N:11]([CH2:10][C:6]3[CH:5]=[C:4]([CH:9]=[CH:8][CH:7]=3)[C:3]([OH:32])=[O:2])[C:12]2=[NH:31])=[CH:29][CH:28]=1.